The task is: Predict the reactants needed to synthesize the given product.. This data is from Full USPTO retrosynthesis dataset with 1.9M reactions from patents (1976-2016). (1) Given the product [Cl:40][C:39]1[C:34]([C:20]2[CH:21]=[CH:22][C:17]([C:16]([NH:15][C:10]3[CH:11]=[CH:12][CH:13]=[CH:14][C:9]=3[NH:8][C:6](=[O:7])[O:5][C:1]([CH3:2])([CH3:3])[CH3:4])=[O:32])=[CH:18][CH:19]=2)=[N:35][CH:36]=[C:37]([O:41][CH2:42][O:43][CH2:44][CH2:45][O:46][CH3:47])[CH:38]=1, predict the reactants needed to synthesize it. The reactants are: [C:1]([O:5][C:6]([NH:8][C:9]1[CH:14]=[CH:13][CH:12]=[CH:11][C:10]=1[NH:15][C:16](=[O:32])[C:17]1[CH:22]=[CH:21][C:20](B2OC(C)(C)C(C)(C)O2)=[CH:19][CH:18]=1)=[O:7])([CH3:4])([CH3:3])[CH3:2].Cl[C:34]1[C:39]([Cl:40])=[CH:38][C:37]([O:41][CH2:42][O:43][CH2:44][CH2:45][O:46][CH3:47])=[CH:36][N:35]=1. (2) Given the product [Cl:1][C:2]1[N:3]=[C:4]([CH:7]([OH:31])[CH2:8][O:9][CH2:10][CH2:11][N:12]2[C:20]([C:21]3[CH:22]=[CH:23][CH:24]=[CH:25][CH:26]=3)=[C:19]3[C:14]([N:15]([CH3:30])[C:16](=[O:29])[N:17]([CH3:28])[C:18]3=[O:27])=[CH:13]2)[S:5][CH:6]=1, predict the reactants needed to synthesize it. The reactants are: [Cl:1][C:2]1[N:3]=[C:4]([C:7](=[O:31])[CH2:8][O:9][CH2:10][CH2:11][N:12]2[C:20]([C:21]3[CH:26]=[CH:25][CH:24]=[CH:23][CH:22]=3)=[C:19]3[C:14]([N:15]([CH3:30])[C:16](=[O:29])[N:17]([CH3:28])[C:18]3=[O:27])=[CH:13]2)[S:5][CH:6]=1.[BH4-].[Na+]. (3) Given the product [Cl:19][C:5]1[C:6]([NH:8][C:9]2[CH:18]=[CH:17][CH:16]=[CH:15][C:10]=2[C:11]([O:13][CH3:14])=[O:12])=[N:7][C:2]([NH:20][C:21]2[C:26]([O:27][CH3:28])=[CH:25][C:24]([C:29]3[CH:34]=[CH:33][C:32]([C:35](=[O:36])[NH:37][CH3:38])=[CH:31][CH:30]=3)=[C:23]([CH3:39])[CH:22]=2)=[N:3][CH:4]=1, predict the reactants needed to synthesize it. The reactants are: Cl[C:2]1[N:7]=[C:6]([NH:8][C:9]2[CH:18]=[CH:17][CH:16]=[CH:15][C:10]=2[C:11]([O:13][CH3:14])=[O:12])[C:5]([Cl:19])=[CH:4][N:3]=1.[NH2:20][C:21]1[C:26]([O:27][CH3:28])=[CH:25][C:24]([C:29]2[CH:34]=[CH:33][C:32]([C:35]([NH:37][CH3:38])=[O:36])=[CH:31][CH:30]=2)=[C:23]([CH3:39])[CH:22]=1.